From a dataset of Catalyst prediction with 721,799 reactions and 888 catalyst types from USPTO. Predict which catalyst facilitates the given reaction. (1) Reactant: Br[C:2]1[CH:10]=[C:9]2[C:5]([CH:6]=[N:7][NH:8]2)=[C:4]([NH:11][C:12]([C:14]2[CH:19]=[CH:18][CH:17]=[CH:16][N:15]=2)=[O:13])[CH:3]=1.[CH3:20][NH:21][C:22]([C:24]1[CH:25]=[C:26](B(O)O)[CH:27]=[CH:28][CH:29]=1)=[O:23].C(=O)([O-])[O-].[Na+].[Na+]. Product: [CH3:20][NH:21][C:22]([C:24]1[CH:29]=[C:28]([C:2]2[CH:10]=[C:9]3[C:5]([CH:6]=[N:7][NH:8]3)=[C:4]([NH:11][C:12]([C:14]3[CH:19]=[CH:18][CH:17]=[CH:16][N:15]=3)=[O:13])[CH:3]=2)[CH:27]=[CH:26][CH:25]=1)=[O:23]. The catalyst class is: 117. (2) Product: [CH:13]1([NH:12][C:10]([NH2:9])=[S:11])[CH2:20][CH2:19][CH2:18][CH2:17][CH2:16][CH2:15][CH2:14]1. The catalyst class is: 24. Reactant: C([NH:9][C:10]([NH:12][CH:13]1[CH2:20][CH2:19][CH2:18][CH2:17][CH2:16][CH2:15][CH2:14]1)=[S:11])(=O)C1C=CC=CC=1.C(=O)([O-])[O-].[K+].[K+].C1COCC1. (3) Reactant: [Cl:1][C:2]1[C:6]([C:7]([OH:9])=O)=[CH:5][N:4]([C:10]2[N:15]=[CH:14][CH:13]=[CH:12][N:11]=2)[N:3]=1.CCN(C(C)C)C(C)C.[CH3:25][CH:26]([CH3:41])[CH2:27][CH:28]([C:31]1[CH:36]=[CH:35][C:34]([C:37]([F:40])([F:39])[F:38])=[CH:33][CH:32]=1)[CH2:29][NH2:30].F[P-](F)(F)(F)(F)F.N1(O[P+](N(C)C)(N(C)C)N(C)C)C2C=CC=CC=2N=N1. Product: [Cl:1][C:2]1[C:6]([C:7]([NH:30][CH2:29][CH:28]([C:31]2[CH:32]=[CH:33][C:34]([C:37]([F:38])([F:39])[F:40])=[CH:35][CH:36]=2)[CH2:27][CH:26]([CH3:41])[CH3:25])=[O:9])=[CH:5][N:4]([C:10]2[N:15]=[CH:14][CH:13]=[CH:12][N:11]=2)[N:3]=1. The catalyst class is: 18.